Dataset: Reaction yield outcomes from USPTO patents with 853,638 reactions. Task: Predict the reaction yield, written as a fraction of the theoretical maximum amount of product (1.0 means a 100% yield; for example, 0.34 means a 34% yield). (1) The reactants are C1(P(C2C=CC=CC=2)C2C=CC=CC=2)C=CC=CC=1.CC(OC(/N=N/C(OC(C)C)=O)=O)C.[I:34][C:35]1[CH:36]=[C:37]([CH2:41][OH:42])[CH:38]=[CH:39][CH:40]=1.[Cl:43][C:44]1[C:45]([OH:54])=[C:46]([C:51](=[O:53])[CH3:52])[CH:47]=[CH:48][C:49]=1O. The catalyst is ClCCl.O1CCCC1. The product is [Cl:43][C:44]1[C:45]([OH:54])=[C:46]([C:51](=[O:53])[CH3:52])[CH:47]=[CH:48][C:49]=1[O:42][CH2:41][C:37]1[CH:38]=[CH:39][CH:40]=[C:35]([I:34])[CH:36]=1. The yield is 0.640. (2) The reactants are [CH2:1]([O:3][C@H:4]([CH2:17][C:18]1[CH:23]=[CH:22][C:21]([O:24][CH2:25][CH2:26][C:27]2[CH:32]=[CH:31][C:30]([O:33][S:34]([CH3:37])(=[O:36])=[O:35])=[CH:29][CH:28]=2)=[CH:20][CH:19]=1)[C:5]([NH:7][C@H:8]([C:11]1[CH:16]=[CH:15][CH:14]=[CH:13][CH:12]=1)[CH2:9][OH:10])=[O:6])[CH3:2]. The catalyst is CCCCCCC. The product is [CH2:1]([O:3][C@@H:4]([CH2:17][C:18]1[CH:23]=[CH:22][C:21]([O:24][CH2:25][CH2:26][C:27]2[CH:28]=[CH:29][C:30]([O:33][S:34]([CH3:37])(=[O:35])=[O:36])=[CH:31][CH:32]=2)=[CH:20][CH:19]=1)[C:5]([NH:7][C@H:8]([C:11]1[CH:12]=[CH:13][CH:14]=[CH:15][CH:16]=1)[CH2:9][OH:10])=[O:6])[CH3:2]. The yield is 0.380. (3) The reactants are CC([N:5]([C@H:9]([CH2:21][N:22]1[C:30](=[O:31])[C:29]2[C:24](=[CH:25][CH:26]=[CH:27][CH:28]=2)[C:23]1=[O:32])[CH2:10][C:11]1[CH:16]=[CH:15][C:14]([C:17](=O)[CH2:18]Br)=[CH:13][CH:12]=1)[C:6](=[O:8])[O-:7])(C)C.[NH2:33][C:34]1[C:39]([CH:40]([OH:42])[CH3:41])=[CH:38][CH:37]=[CH:36][N:35]=1.C(=O)(O)[O-].[Na+]. The catalyst is C(O)(C)C. The product is [O:31]=[C:30]1[C:29]2[C:24](=[CH:25][CH:26]=[CH:27][CH:28]=2)[C:23](=[O:32])[N:22]1[CH2:21][C@@H:9]([NH:5][C:6](=[O:8])[O:7][C:11]([CH3:16])([CH3:12])[CH3:10])[CH2:10][C:11]1[CH:12]=[CH:13][C:14]([C:17]2[N:33]=[C:34]3[C:39]([CH:40]([OH:42])[CH3:41])=[CH:38][CH:37]=[CH:36][N:35]3[CH:18]=2)=[CH:15][CH:16]=1. The yield is 0.870. (4) The reactants are [CH2:1]([O:3][C:4]([N:6]1[CH2:11][CH2:10][N:9](CC=C)[C@H:8]([C:15]2[CH:20]=[CH:19][C:18]([Cl:21])=[CH:17][CH:16]=2)[CH2:7]1)=[O:5])[CH3:2].O.Cl.[OH-].[Na+]. The catalyst is [Ru](Cl)(Cl)Cl.C1(C)C=CC=CC=1. The product is [CH2:1]([O:3][C:4]([N:6]1[CH2:11][CH2:10][NH:9][C@H:8]([C:15]2[CH:16]=[CH:17][C:18]([Cl:21])=[CH:19][CH:20]=2)[CH2:7]1)=[O:5])[CH3:2]. The yield is 0.380. (5) The reactants are Br[C:2]1[CH:7]=[CH:6][C:5]([S:8]([CH3:11])(=[O:10])=[O:9])=[C:4]([Cl:12])[CH:3]=1.[CH:13]1([CH:18]([OH:21])[CH:19]=[CH2:20])[CH2:17][CH2:16][CH2:15][CH2:14]1.C([O-])(=O)C.[Na+]. The catalyst is CC(N(C)C)=O.C([O-])(=O)C.[Pd+2].C([O-])(=O)C. The product is [Cl:12][C:4]1[CH:3]=[C:2]([CH2:20][CH2:19][C:18]([CH:13]2[CH2:17][CH2:16][CH2:15][CH2:14]2)=[O:21])[CH:7]=[CH:6][C:5]=1[S:8]([CH3:11])(=[O:10])=[O:9]. The yield is 0.690. (6) The reactants are [OH-].[Na+].[CH3:3][O:4][C:5]1[CH:10]=[CH:9][C:8]([C:11]2[C:24](=[O:25])[C:23]3[C:14](=[C:15]([O:26][CH2:27][CH2:28][CH3:29])[CH:16]=[C:17]4[C:22]=3[O:21][CH2:20][CH2:19][CH2:18]4)[N:13]([CH2:30][C:31]([O:33]CC)=[O:32])[CH:12]=2)=[CH:7][CH:6]=1. The catalyst is C(O)C. The product is [CH3:3][O:4][C:5]1[CH:10]=[CH:9][C:8]([C:11]2[C:24](=[O:25])[C:23]3[C:14](=[C:15]([O:26][CH2:27][CH2:28][CH3:29])[CH:16]=[C:17]4[C:22]=3[O:21][CH2:20][CH2:19][CH2:18]4)[N:13]([CH2:30][C:31]([OH:33])=[O:32])[CH:12]=2)=[CH:7][CH:6]=1. The yield is 0.880. (7) The reactants are C([O:3][C:4](=[O:28])[C:5]([CH3:27])([CH3:26])[CH2:6][CH2:7][CH2:8][CH:9]([C:19]1[CH:24]=[CH:23][CH:22]=[CH:21][C:20]=1[Cl:25])[N:10]1[CH2:15][CH2:14][C:13]2[S:16][CH:17]=[CH:18][C:12]=2[CH2:11]1)C.C(O)C.[OH-].[Na+]. The catalyst is O. The product is [Cl:25][C:20]1[CH:21]=[CH:22][CH:23]=[CH:24][C:19]=1[CH:9]([N:10]1[CH2:15][CH2:14][C:13]2[S:16][CH:17]=[CH:18][C:12]=2[CH2:11]1)[CH2:8][CH2:7][CH2:6][C:5]([CH3:26])([CH3:27])[C:4]([OH:28])=[O:3]. The yield is 0.687. (8) The reactants are [CH3:1][N:2]([C:17]([O:19][C:20]1[CH:25]=[CH:24][C:23]([C:26]([F:29])([F:28])[F:27])=[CH:22][CH:21]=1)=[O:18])[C@H:3]1[CH2:8][CH2:7][C@H:6]([CH2:9][CH2:10]COS(C)(=O)=O)[CH2:5][CH2:4]1.[CH2:30]([NH:32][CH2:33][CH2:34][OH:35])[CH3:31].[Na+].[I-].[CH3:38]C(N(C)C)=O. No catalyst specified. The product is [F:27][C:26]([F:28])([F:29])[C:23]1[CH:24]=[CH:25][C:20]([O:19][C:17](=[O:18])[N:2]([C@H:3]2[CH2:8][CH2:7][C@H:6]([CH2:9][CH2:10][CH2:38][N:32]([CH2:30][CH3:31])[CH2:33][CH2:34][OH:35])[CH2:5][CH2:4]2)[CH3:1])=[CH:21][CH:22]=1. The yield is 0.220.